This data is from Forward reaction prediction with 1.9M reactions from USPTO patents (1976-2016). The task is: Predict the product of the given reaction. (1) Given the reactants N[C:2]1[CH:7]=[C:6]([CH3:8])[C:5]([CH3:9])=[CH:4][C:3]=1[S:10]([NH:13][C:14]1[CH:15]=[CH:16][CH:17]=[C:18]2[C:23]=1[N:22]=[CH:21][CH:20]=[CH:19]2)(=[O:12])=[O:11].C(ON=O)(C)(C)C, predict the reaction product. The product is: [CH3:9][C:5]1[CH:4]=[C:3]2[C:2](=[CH:7][C:6]=1[CH3:8])[C:15]1[C:14](=[C:23]3[C:18](=[CH:17][CH:16]=1)[CH:19]=[CH:20][CH:21]=[N:22]3)[NH:13][S:10]2(=[O:12])=[O:11]. (2) Given the reactants Br[C:2]1[C:11]([NH2:12])=[CH:10][C:9]([F:13])=[CH:8][C:3]=1[C:4]([O:6]C)=O.O=C1CC(=O)CN(C(OCC2C=CC=CC=2)=O)C1.[CH3:32][N:33]([CH3:53])[CH2:34][CH2:35][N:36]1[CH2:48][C:47]2NC3C=CC=C4C(=O)[NH:50][N:51]=[C:38]([C:39]=2C=34)[CH2:37]1, predict the reaction product. The product is: [CH3:32][N:33]([CH3:53])[CH2:34][CH2:35][N:36]1[CH2:48][C:47]2[NH:12][C:11]3[CH:10]=[C:9]([F:13])[CH:8]=[C:3]4[C:4](=[O:6])[NH:50][N:51]=[C:38]([C:39]=2[C:2]=34)[CH2:37]1. (3) Given the reactants [Br:1][C:2]1[CH:3]=[CH:4][CH:5]=[C:6]2[C:10]=1[NH:9][CH:8]=[CH:7]2.[H-].[Na+].[CH3:13][Si:14]([CH2:17][CH2:18][O:19][CH2:20]Cl)([CH3:16])[CH3:15].O, predict the reaction product. The product is: [Br:1][C:2]1[CH:3]=[CH:4][CH:5]=[C:6]2[C:10]=1[N:9]([CH2:20][O:19][CH2:18][CH2:17][Si:14]([CH3:16])([CH3:15])[CH3:13])[CH:8]=[CH:7]2. (4) Given the reactants [CH2:1]([N:8]1[C:12]2([CH2:17][CH2:16][N:15]([C:18](=[O:27])[CH2:19][CH2:20][C:21]3[CH:26]=[CH:25][CH:24]=[CH:23][CH:22]=3)[CH2:14][CH2:13]2)[NH:11][C@@H:10]([CH2:28][C:29]2[CH:34]=[CH:33][CH:32]=[CH:31][CH:30]=2)[C:9]1=[O:35])[C:2]1[CH:7]=[CH:6][CH:5]=[CH:4][CH:3]=1.O.C[Si]([Cl:41])(C)C.CCOCC, predict the reaction product. The product is: [ClH:41].[CH2:1]([N:8]1[C:12]2([CH2:17][CH2:16][N:15]([C:18](=[O:27])[CH2:19][CH2:20][C:21]3[CH:22]=[CH:23][CH:24]=[CH:25][CH:26]=3)[CH2:14][CH2:13]2)[NH:11][C@@H:10]([CH2:28][C:29]2[CH:34]=[CH:33][CH:32]=[CH:31][CH:30]=2)[C:9]1=[O:35])[C:2]1[CH:7]=[CH:6][CH:5]=[CH:4][CH:3]=1. (5) Given the reactants [N:1]([CH2:4][CH2:5][CH2:6][CH2:7][C:8]1[CH:13]=[CH:12][CH:11]=[CH:10][CH:9]=1)=[C:2]=[O:3].[NH2:14][CH2:15][CH2:16][CH2:17][CH2:18][C:19]([CH3:28])([C:22]1[CH:27]=[CH:26][CH:25]=[CH:24][CH:23]=1)[CH2:20][OH:21], predict the reaction product. The product is: [OH:21][CH2:20][C:19]([CH3:28])([C:22]1[CH:23]=[CH:24][CH:25]=[CH:26][CH:27]=1)[CH2:18][CH2:17][CH2:16][CH2:15][NH:14][C:2]([NH:1][CH2:4][CH2:5][CH2:6][CH2:7][C:8]1[CH:9]=[CH:10][CH:11]=[CH:12][CH:13]=1)=[O:3]. (6) The product is: [CH3:8][C:9]1[CH:14]=[C:13]([CH3:15])[N:12]=[C:11]([NH:16][C:17](=[O:47])[C:18]2[CH:23]=[C:22]([F:24])[CH:21]=[CH:20][C:19]=2[NH:25][C:26](=[O:46])[C:27]2[CH:32]=[CH:31][C:30]([N:33]3[CH2:34][CH2:35][CH2:36][CH2:37]3)=[CH:29][C:28]=2[O:38][CH:39]2[CH2:40][CH2:41][N:42]([CH3:45])[CH2:43][CH2:44]2)[CH:10]=1. Given the reactants FC(F)(F)C(O)=O.[CH3:8][C:9]1[CH:14]=[C:13]([CH3:15])[N:12]=[C:11]([NH:16][C:17](=[O:47])[C:18]2[CH:23]=[C:22]([F:24])[CH:21]=[CH:20][C:19]=2[NH:25][C:26](=[O:46])[C:27]2[CH:32]=[CH:31][C:30]([N:33]3[CH2:37][CH2:36][CH2:35][CH2:34]3)=[CH:29][C:28]=2[O:38][CH:39]2[CH2:44][CH2:43][N:42]([CH3:45])[CH2:41][CH2:40]2)[CH:10]=1.FC1C=CC2N=C(C3C=CC(N4CCCC4)=CC=3OC3CCN(C)CC3)OC(=O)C=2C=1.CC1C=C(C)N=CC=1, predict the reaction product. (7) Given the reactants [N:1]1[C:10]2[C:5](=[C:6]([O:11][CH2:12][C@@H:13]([NH2:15])[CH3:14])[CH:7]=[CH:8][CH:9]=2)[CH:4]=[CH:3][CH:2]=1.C(N(C(C)C)CC)(C)C.[S:25]1[C:29]2[CH:30]=[CH:31][CH:32]=[CH:33][C:28]=2[CH:27]=[C:26]1[S:34](Cl)(=[O:36])=[O:35], predict the reaction product. The product is: [CH3:14][C@H:13]([NH:15][S:34]([C:26]1[S:25][C:29]2[CH:30]=[CH:31][CH:32]=[CH:33][C:28]=2[CH:27]=1)(=[O:35])=[O:36])[CH2:12][O:11][C:6]1[CH:7]=[CH:8][CH:9]=[C:10]2[C:5]=1[CH:4]=[CH:3][CH:2]=[N:1]2. (8) Given the reactants Cl.[O:2]=[C:3]1[C:8]([C:9]([O:11][CH3:12])=[O:10])=[CH:7][CH:6]=[CH:5][NH:4]1.Br[C:14]1[CH:19]=[CH:18][CH:17]=[CH:16][CH:15]=1.CNCCNC.[O-]P([O-])([O-])=O.[K+].[K+].[K+], predict the reaction product. The product is: [O:2]=[C:3]1[C:8]([C:9]([O:11][CH3:12])=[O:10])=[CH:7][CH:6]=[CH:5][N:4]1[C:14]1[CH:19]=[CH:18][CH:17]=[CH:16][CH:15]=1. (9) Given the reactants Cl.[F:2][C:3]1[C:8]([NH:9][C:10]2[C:15]([C:16]3[N:24]=[CH:23][N:22]=[C:21]4[C:17]=3[N:18]=[CH:19][N:20]4C3CCCCO3)=[CH:14][CH:13]=[CH:12][N:11]=2)=[C:7]([F:31])[CH:6]=[CH:5][C:4]=1[NH:32][S:33]([C:36]1[O:37][C:38]([CH3:41])=[CH:39][CH:40]=1)(=[O:35])=[O:34], predict the reaction product. The product is: [N:24]1[C:16]([C:15]2[C:10]([NH:9][C:8]3[C:3]([F:2])=[C:4]([NH:32][S:33]([C:36]4[O:37][C:38]([CH3:41])=[CH:39][CH:40]=4)(=[O:34])=[O:35])[CH:5]=[CH:6][C:7]=3[F:31])=[N:11][CH:12]=[CH:13][CH:14]=2)=[C:17]2[C:21]([NH:20][CH:19]=[N:18]2)=[N:22][CH:23]=1.